The task is: Predict which catalyst facilitates the given reaction.. This data is from Catalyst prediction with 721,799 reactions and 888 catalyst types from USPTO. (1) Reactant: [CH:1]([O:4][C:5]1[CH:10]=[CH:9][C:8]([C:11]2[N:12]=[C:13]([CH:24]3[CH2:29][CH2:28][NH:27][CH2:26][CH2:25]3)[O:14][C:15]=2[C:16]2[CH:21]=[CH:20][C:19]([O:22][CH3:23])=[CH:18][CH:17]=2)=[CH:7][CH:6]=1)([CH3:3])[CH3:2].ClC(Cl)(O[C:34](=[O:40])OC(Cl)(Cl)Cl)Cl.C(N(CC)CC)C.Cl.[CH3:50][NH:51][OH:52].[Cl-].[NH4+]. Product: [CH:1]([O:4][C:5]1[CH:10]=[CH:9][C:8]([C:11]2[N:12]=[C:13]([CH:24]3[CH2:25][CH2:26][N:27]([C:34](=[O:40])[N:51]([OH:52])[CH3:50])[CH2:28][CH2:29]3)[O:14][C:15]=2[C:16]2[CH:21]=[CH:20][C:19]([O:22][CH3:23])=[CH:18][CH:17]=2)=[CH:7][CH:6]=1)([CH3:3])[CH3:2]. The catalyst class is: 4. (2) Reactant: [Cl:1][C:2]1[CH:3]=[CH:4][N:5]2[CH:10]=[C:9]([CH:11](O)[CH2:12][CH3:13])[N:8]([C:15]3[CH:20]=[CH:19][CH:18]=[C:17]([F:21])[CH:16]=3)[C:7](=[O:22])[C:6]=12.C1C=CC(P([N:37]=[N+:38]=[N-:39])(C2C=CC=CC=2)=O)=CC=1.C1CCN2C(=NCCC2)CC1. Product: [N:37]([CH:11]([C:9]1[N:8]([C:15]2[CH:20]=[CH:19][CH:18]=[C:17]([F:21])[CH:16]=2)[C:7](=[O:22])[C:6]2[N:5]([CH:4]=[CH:3][C:2]=2[Cl:1])[CH:10]=1)[CH2:12][CH3:13])=[N+:38]=[N-:39]. The catalyst class is: 1. (3) Reactant: [Cl:1][C:2]1[CH:3]=[C:4]([C:9]2[CH:10]=[N:11][C:12]([C:18]3[CH:19]=[N:20][N:21]([CH3:23])[CH:22]=3)=[C:13]([CH:17]=2)[C:14](O)=[O:15])[CH:5]=[C:6]([CH3:8])[CH:7]=1.[CH3:24][O:25][C:26]1[CH:27]=[C:28]([CH:31]=[CH:32][C:33]=1[O:34][CH3:35])[CH2:29][NH2:30].C(Cl)CCl.C1C=CC2N(O)N=NC=2C=1.CN1CCOCC1. Product: [Cl:1][C:2]1[CH:3]=[C:4]([C:9]2[CH:10]=[N:11][C:12]([C:18]3[CH:19]=[N:20][N:21]([CH3:23])[CH:22]=3)=[C:13]([CH:17]=2)[C:14]([NH:30][CH2:29][C:28]2[CH:31]=[CH:32][C:33]([O:34][CH3:35])=[C:26]([O:25][CH3:24])[CH:27]=2)=[O:15])[CH:5]=[C:6]([CH3:8])[CH:7]=1. The catalyst class is: 9. (4) Reactant: O.O.[Sn](Cl)Cl.[I:6][C:7]1[C:12]([F:13])=[CH:11][CH:10]=[CH:9][C:8]=1[N+:14]([O-])=O.[OH-].[Na+]. Product: [F:13][C:12]1[C:7]([I:6])=[C:8]([NH2:14])[CH:9]=[CH:10][CH:11]=1. The catalyst class is: 33. (5) Reactant: CO[C:3]([C:5]1[C:6]([OH:33])=[C:7]2[C:12](=[CH:13][N:14]=1)[N:11](CC1C=CC=CC=1)[C:10](=[O:22])[C:9]([C:23]1[CH:28]=[CH:27][C:26]([C:29]([F:32])([F:31])[F:30])=[CH:25][CH:24]=1)=[CH:8]2)=[O:4].[NH2:34][CH2:35][CH2:36][C:37]([OH:39])=[O:38].C[O-].[Na+]. Product: [CH2:9]([N:14]1[CH:13]=[C:12]2[C:7](=[CH:8][CH:9]([C:23]3[CH:28]=[CH:27][C:26]([C:29]([F:32])([F:30])[F:31])=[CH:25][CH:24]=3)[C:10](=[O:22])[NH:11]2)[C:6]([OH:33])=[C:5]1[C:3]([NH:34][CH2:35][CH2:36][C:37]([OH:39])=[O:38])=[O:4])[C:23]1[CH:28]=[CH:27][CH:26]=[CH:25][CH:24]=1. The catalyst class is: 250. (6) Reactant: [F:1][C:2]1[CH:19]=[C:18]([N+:20]([O-:22])=[O:21])[CH:17]=[CH:16][C:3]=1[O:4][C:5]1[C:10]2=[C:11]([CH3:15])[C:12]([OH:14])=[CH:13][N:9]2[N:8]=[CH:7][N:6]=1.[C:23]([O-])([O-])=O.[Cs+].[Cs+].CI. Product: [F:1][C:2]1[CH:19]=[C:18]([N+:20]([O-:22])=[O:21])[CH:17]=[CH:16][C:3]=1[O:4][C:5]1[C:10]2=[C:11]([CH3:15])[C:12]([O:14][CH3:23])=[CH:13][N:9]2[N:8]=[CH:7][N:6]=1. The catalyst class is: 3. (7) Reactant: [F:1][C:2]1[CH:3]=[C:4]([C:8]2[C:16]3[C:11](=[CH:12][C:13]([O:20]C)=[C:14]([C:17]([OH:19])=[O:18])[CH:15]=3)[NH:10][N:9]=2)[CH:5]=[CH:6][CH:7]=1.B(Br)(Br)Br.O. Product: [F:1][C:2]1[CH:3]=[C:4]([C:8]2[C:16]3[C:11](=[CH:12][C:13]([OH:20])=[C:14]([C:17]([OH:19])=[O:18])[CH:15]=3)[NH:10][N:9]=2)[CH:5]=[CH:6][CH:7]=1. The catalyst class is: 4.